Dataset: Full USPTO retrosynthesis dataset with 1.9M reactions from patents (1976-2016). Task: Predict the reactants needed to synthesize the given product. (1) Given the product [NH2:1][C:2]1[C:12]([CH:20]=[CH2:21])=[C:11]([CH:14]=[O:15])[C:10]([C:16]([F:19])([F:18])[F:17])=[CH:9][C:3]=1[C:4]([O:6][CH2:7][CH3:8])=[O:5], predict the reactants needed to synthesize it. The reactants are: [NH2:1][C:2]1[C:12](Br)=[C:11]([CH:14]=[O:15])[C:10]([C:16]([F:19])([F:18])[F:17])=[CH:9][C:3]=1[C:4]([O:6][CH2:7][CH3:8])=[O:5].[CH2:20](OC(=O)C1C=C(C(F)(F)F)C(C=C)=CC=1N)[CH3:21]. (2) Given the product [OH:8][C:9]1[CH:10]=[C:11]([NH:15][C:16]([NH2:18])=[NH:17])[CH:12]=[CH:13][CH:14]=1, predict the reactants needed to synthesize it. The reactants are: C([O:8][C:9]1[CH:10]=[C:11]([NH:15][C:16]([NH2:18])=[NH:17])[CH:12]=[CH:13][CH:14]=1)C1C=CC=CC=1. (3) Given the product [Cl:12][C:13]1[CH:14]=[C:15]([CH:16]=[CH:17][CH:18]=1)[O:19][C:2]1[S:3][C:4]([C:7]([O:9][CH2:10][CH3:11])=[O:8])=[CH:5][N:6]=1, predict the reactants needed to synthesize it. The reactants are: Br[C:2]1[S:3][C:4]([C:7]([O:9][CH2:10][CH3:11])=[O:8])=[CH:5][N:6]=1.[Cl:12][C:13]1[CH:14]=[C:15]([OH:19])[CH:16]=[CH:17][CH:18]=1.C(=O)([O-])[O-].[K+].[K+].O. (4) Given the product [CH2:54]([O:53][C:52](=[O:20])/[CH:51]=[C:13](\[CH3:14])/[C:12]#[C:11][C:6]1[CH:7]=[C:2]([Cl:1])[CH:3]=[C:4]([Cl:8])[CH:5]=1)[CH3:50], predict the reactants needed to synthesize it. The reactants are: [Cl:1][C:2]1(C#C)[CH:7]=[CH:6][CH:5]=[C:4]([Cl:8])[CH2:3]1.[C:11](OCC)(=O)[C:12]#[C:13][CH3:14].C[O:20]C1C=CC=C(OC)C=1P(C1C(OC)=CC=CC=1OC)C1C(OC)=CC=CC=1OC.[CH2:50]1[CH2:54][O:53][CH2:52][CH2:51]1. (5) Given the product [F:29][C:4]1[CH:5]=[C:6]([O:8][CH2:9][CH2:10][C@@H:11]2[CH2:13][C@@H:12]2[CH:14]2[CH2:19][CH2:18][N:17]([C:20]3[N:21]=[CH:22][C:23]([CH2:26][O:27][CH3:28])=[CH:24][N:25]=3)[CH2:16][CH2:15]2)[CH:7]=[C:2]([F:1])[C:3]=1[CH2:30][C:31]([OH:33])=[O:32], predict the reactants needed to synthesize it. The reactants are: [F:1][C:2]1[CH:7]=[C:6]([O:8][CH2:9][CH2:10][C@@H:11]2[CH2:13][C@@H:12]2[CH:14]2[CH2:19][CH2:18][N:17]([C:20]3[N:25]=[CH:24][C:23]([CH2:26][O:27][CH3:28])=[CH:22][N:21]=3)[CH2:16][CH2:15]2)[CH:5]=[C:4]([F:29])[C:3]=1[CH2:30][C:31]([O:33]C)=[O:32].CO.[OH-].[Na+].Cl. (6) Given the product [C:1]([O:5][C:6](=[O:23])[C@H:7]([NH:14][CH2:15][CH2:16][CH2:17][C:18]([OH:20])=[O:19])[C:8]1[CH:9]=[CH:10][CH:11]=[CH:12][CH:13]=1)([CH3:4])([CH3:2])[CH3:3], predict the reactants needed to synthesize it. The reactants are: [C:1]([O:5][C:6](=[O:23])[C@H:7]([NH:14][CH2:15][CH2:16][CH2:17][C:18]([O:20]CC)=[O:19])[C:8]1[CH:13]=[CH:12][CH:11]=[CH:10][CH:9]=1)([CH3:4])([CH3:3])[CH3:2].[OH-].[Na+].Cl. (7) The reactants are: [CH3:1][C:2]1[N:7]=[C:6]([NH:8][C:9]2[C:14]([CH3:15])=[CH:13][C:12]([CH3:16])=[CH:11][C:10]=2[CH3:17])[N:5]=[C:4](O)[CH:3]=1.P(Cl)(Cl)([Cl:21])=O. Given the product [Cl:21][C:4]1[CH:3]=[C:2]([CH3:1])[N:7]=[C:6]([NH:8][C:9]2[C:14]([CH3:15])=[CH:13][C:12]([CH3:16])=[CH:11][C:10]=2[CH3:17])[N:5]=1, predict the reactants needed to synthesize it.